Dataset: Full USPTO retrosynthesis dataset with 1.9M reactions from patents (1976-2016). Task: Predict the reactants needed to synthesize the given product. (1) Given the product [Cl:55][C:50]1[CH:49]=[C:48]2[C:53]([C:44]([C:41]3[CH:42]=[CH:43][C:38]([C:46]([O:47][CH3:48])=[O:56])=[CH:39][CH:40]=3)=[C:45]([CH2:57][C:58]([NH:60][C:61]3[CH:66]=[CH:65][C:64]([F:67])=[CH:63][C:62]=3[C:68]([F:71])([F:70])[F:69])=[O:59])[C:46](=[O:56])[O:47]2)=[CH:52][C:51]=1[CH3:54], predict the reactants needed to synthesize it. The reactants are: C1(P(C2C=CC=CC=2)CCCP(C2C=CC=CC=2)C2C=CC=CC=2)C=CC=CC=1.C(N(CC)CC)C.Br[C:38]1[CH:43]=[CH:42][C:41]([C:44]2[C:53]3[C:48](=[CH:49][C:50]([Cl:55])=[C:51]([CH3:54])[CH:52]=3)[O:47][C:46](=[O:56])[C:45]=2[CH2:57][C:58]([NH:60][C:61]2[CH:66]=[CH:65][C:64]([F:67])=[CH:63][C:62]=2[C:68]([F:71])([F:70])[F:69])=[O:59])=[CH:40][CH:39]=1. (2) Given the product [Cl:27][C:28]1[C:33]([CH:34]([OH:35])[C:20]([F:22])([F:21])[F:19])=[CH:32][C:31]([C:36]#[N:37])=[CH:30][C:29]=1[NH:38][C:39]1[N:44]=[C:43]([NH:45][CH:46]2[CH2:48][CH2:47]2)[C:42]2=[N:49][CH:50]=[C:51]([C:52]#[N:53])[N:41]2[N:40]=1, predict the reactants needed to synthesize it. The reactants are: CCCC[N+](CCCC)(CCCC)CCCC.[F-].[F:19][C:20]([Si](C)(C)C)([F:22])[F:21].[Cl:27][C:28]1[C:33]([CH:34]=[O:35])=[CH:32][C:31]([C:36]#[N:37])=[CH:30][C:29]=1[NH:38][C:39]1[N:44]=[C:43]([NH:45][CH:46]2[CH2:48][CH2:47]2)[C:42]2=[N:49][CH:50]=[C:51]([C:52]#[N:53])[N:41]2[N:40]=1. (3) The reactants are: Br[C:2]1[C:10]([Cl:11])=[CH:9][C:5]2=[N:6][O:7][N:8]=[C:4]2[CH:3]=1.B([O-])[O-].C(=O)([O-])[O-].[K+].[K+]. Given the product [Cl:11][C:10]1[C:2]([C:2]2[CH:10]=[CH:9][C:5]([NH2:6])=[CH:4][CH:3]=2)=[CH:3][C:4]2[C:5]([CH:9]=1)=[N:6][O:7][N:8]=2, predict the reactants needed to synthesize it. (4) Given the product [Cl:6][C:7]1[C:16]2[C:11](=[CH:12][CH:13]=[C:14]([C:39]([C:38]3[C:33]([CH3:32])=[N:34][C:35]([CH3:47])=[CH:36][CH:37]=3)([C:41]3[N:45]([CH3:46])[N:44]=[N:43][CH:42]=3)[OH:40])[CH:15]=2)[N:10]=[C:9]([O:18][CH3:19])[C:8]=1[C:20]([N:22]1[CH2:27][CH2:26][CH:25]([C:28]([F:31])([F:30])[F:29])[CH2:24][CH2:23]1)=[O:21], predict the reactants needed to synthesize it. The reactants are: [Li]CCCC.[Cl:6][C:7]1[C:16]2[C:11](=[CH:12][CH:13]=[C:14](I)[CH:15]=2)[N:10]=[C:9]([O:18][CH3:19])[C:8]=1[C:20]([N:22]1[CH2:27][CH2:26][CH:25]([C:28]([F:31])([F:30])[F:29])[CH2:24][CH2:23]1)=[O:21].[CH3:32][C:33]1[C:38]([C:39]([C:41]2[N:45]([CH3:46])[N:44]=[N:43][CH:42]=2)=[O:40])=[CH:37][CH:36]=[C:35]([CH3:47])[N:34]=1. (5) Given the product [ClH:33].[F:10][C:11]1[C:12]([CH3:32])=[CH:13][C:14]2[N:18]([CH:19]3[CH2:20][CH2:21][N:22]([C:25]4([CH3:31])[CH2:30][CH2:29][O:28][CH2:27][CH2:26]4)[CH2:23][CH2:24]3)[C:34](=[O:36])[O:17][C:15]=2[CH:16]=1, predict the reactants needed to synthesize it. The reactants are: CCN(C(C)C)C(C)C.[F:10][C:11]1[C:12]([CH3:32])=[CH:13][C:14]([NH:18][CH:19]2[CH2:24][CH2:23][N:22]([C:25]3([CH3:31])[CH2:30][CH2:29][O:28][CH2:27][CH2:26]3)[CH2:21][CH2:20]2)=[C:15]([OH:17])[CH:16]=1.[Cl:33][C:34](Cl)([O:36]C(=O)OC(Cl)(Cl)Cl)Cl. (6) The reactants are: Cl[C:2]1[C:3]2[N:4]([CH:10]=[CH:11][CH:12]=2)[N:5]=[CH:6][C:7]=1[C:8]#[N:9].CN1C=CN=C1[CH:19]([C:21]1[CH:22]=[C:23]([CH3:27])[CH:24]=[CH:25][CH:26]=1)[NH2:20].[CH3:28][CH2:29][N:30]([CH:34](C)C)[CH:31](C)C.C[N:38](C=O)C. Given the product [CH3:31][N:30]1[CH:29]=[CH:28][N:38]=[C:34]1[N:20]([CH2:19][C:21]1[CH:22]=[C:23]([CH3:27])[CH:24]=[CH:25][CH:26]=1)[C:2]1[C:3]2[N:4]([CH:10]=[CH:11][CH:12]=2)[N:5]=[CH:6][C:7]=1[C:8]#[N:9], predict the reactants needed to synthesize it. (7) Given the product [F:15][C:16]1[CH:17]=[C:18]([CH:19]=[CH:20][CH:21]=1)[CH2:22][O:23][C:2]1[CH:13]=[C:6]2[N:7]([CH3:12])[CH:8]([CH3:11])[CH2:9][CH2:10][N:5]2[C:4](=[O:14])[N:3]=1, predict the reactants needed to synthesize it. The reactants are: Cl[C:2]1[CH:13]=[C:6]2[N:7]([CH3:12])[CH:8]([CH3:11])[CH2:9][CH2:10][N:5]2[C:4](=[O:14])[N:3]=1.[F:15][C:16]1[CH:17]=[C:18]([CH2:22][OH:23])[CH:19]=[CH:20][CH:21]=1. (8) Given the product [CH3:26][N:25]([CH2:24][C@@H:20]1[CH2:21][CH2:22][CH2:23][N:19]1[C:17](=[O:18])[C@H:16]([NH:14][CH3:13])[CH2:28][C:29]1[CH:34]=[CH:33][CH:32]=[CH:31][CH:30]=1)[CH3:27], predict the reactants needed to synthesize it. The reactants are: FC(F)(F)C(O)=O.C(O[C:13](=O)[N:14]([C@H:16]([CH2:28][C:29]1[CH:34]=[CH:33][CH:32]=[CH:31][CH:30]=1)[C:17]([N:19]1[CH2:23][CH2:22][CH2:21][C@H:20]1[CH2:24][N:25]([CH3:27])[CH3:26])=[O:18])C)(C)(C)C.